From a dataset of Forward reaction prediction with 1.9M reactions from USPTO patents (1976-2016). Predict the product of the given reaction. (1) Given the reactants [CH3:1][CH2:2]C.[N+]([O-])(O)=O.[C:8]([OH:11])(=[O:10])[CH3:9], predict the reaction product. The product is: [C:8]([OH:11])(=[O:10])[CH2:9][CH3:1].[C:8]([OH:11])(=[O:10])[CH2:9][CH2:1][CH3:2]. (2) Given the reactants [CH2:1]([C@H:3]1[C@@H:7]([C:8]2[N:12]3[C:13]4[CH:19]=[CH:18][N:17]([S:20]([C:23]5[CH:29]=[CH:28][C:26]([CH3:27])=[CH:25][CH:24]=5)(=[O:22])=[O:21])[C:14]=4[N:15]=[CH:16][C:11]3=[N:10][N:9]=2)[CH2:6][C@@H:5]([NH:30][C:31]2[C:32](=[O:38])[C:33](=[O:37])[C:34]=2OC)[CH2:4]1)[CH3:2].Cl.[F:40][C:41]([F:46])([F:45])[CH2:42][CH2:43][NH2:44].CCN(C(C)C)C(C)C, predict the reaction product. The product is: [CH2:1]([C@H:3]1[C@@H:7]([C:8]2[N:12]3[C:13]4[CH:19]=[CH:18][N:17]([S:20]([C:23]5[CH:24]=[CH:25][C:26]([CH3:27])=[CH:28][CH:29]=5)(=[O:21])=[O:22])[C:14]=4[N:15]=[CH:16][C:11]3=[N:10][N:9]=2)[CH2:6][C@@H:5]([NH:30][C:31]2[C:32](=[O:38])[C:33](=[O:37])[C:34]=2[NH:44][CH2:43][CH2:42][C:41]([F:46])([F:45])[F:40])[CH2:4]1)[CH3:2].